From a dataset of Reaction yield outcomes from USPTO patents with 853,638 reactions. Predict the reaction yield, written as a fraction of the theoretical maximum amount of product (1.0 means a 100% yield; for example, 0.34 means a 34% yield). (1) The reactants are Br[C:2]1[CH:7]=[CH:6][C:5]([C:8](=[C:16]2[CH2:23][CH2:22][CH2:21][CH2:20][CH2:19][CH2:18][CH2:17]2)[C:9]2[CH:14]=[CH:13][C:12]([OH:15])=[CH:11][CH:10]=2)=[CH:4][CH:3]=1.[O:24]1[CH:28]=[CH:27][C:26](B(O)O)=[CH:25]1.C([O-])([O-])=O.[Na+].[Na+]. The catalyst is Cl[Pd](Cl)([P](C1C=CC=CC=1)(C1C=CC=CC=1)C1C=CC=CC=1)[P](C1C=CC=CC=1)(C1C=CC=CC=1)C1C=CC=CC=1.C1COCC1.O. The product is [C:16]1(=[C:8]([C:5]2[CH:6]=[CH:7][C:2]([C:26]3[CH:27]=[CH:28][O:24][CH:25]=3)=[CH:3][CH:4]=2)[C:9]2[CH:14]=[CH:13][C:12]([OH:15])=[CH:11][CH:10]=2)[CH2:17][CH2:18][CH2:19][CH2:20][CH2:21][CH2:22][CH2:23]1. The yield is 0.760. (2) The reactants are [Br:1][C:2]1[C:11]2[CH:10]=[N:9][CH:8]=[CH:7][C:6]=2[C:5]([NH2:12])=[CH:4][CH:3]=1.[Cl:13][C:14]1[CH:19]=[C:18]([Cl:20])[CH:17]=[CH:16][C:15]=1[CH2:21][N:22]=[C:23]=[O:24]. The catalyst is C1COCC1.C1(C)C=CC=CC=1.C1COCC1. The product is [Br:1][C:2]1[CH:3]=[CH:4][C:5]([NH:12][C:23]([NH:22][CH2:21][C:15]2[CH:16]=[CH:17][C:18]([Cl:20])=[CH:19][C:14]=2[Cl:13])=[O:24])=[C:6]2[C:11]=1[CH:10]=[N:9][CH:8]=[CH:7]2. The yield is 0.780. (3) The reactants are Cl[CH2:2][C:3](=[O:9])[CH2:4][C:5]([O:7][CH3:8])=[O:6].[NH:10]1[CH2:15][CH2:14][O:13][CH2:12][CH2:11]1. The catalyst is O1CCCC1. The product is [N:10]1([CH2:2][C:3](=[O:9])[CH2:4][C:5]([O:7][CH3:8])=[O:6])[CH2:15][CH2:14][O:13][CH2:12][CH2:11]1. The yield is 0.350. (4) The reactants are [CH:1]([NH:4][CH2:5][C:6]([NH:8][CH2:9][C:10]1[CH:15]=[C:14]([C:16]2[CH:21]=[CH:20][C:19]([C:22]([F:25])([F:24])[F:23])=[CH:18][CH:17]=2)[N:13]=[CH:12][N:11]=1)=[O:7])([CH3:3])[CH3:2].C(N(CC)C(C)C)(C)C.[F:35][C:36]1[CH:41]=[CH:40][C:39]([S:42](Cl)(=[O:44])=[O:43])=[CH:38][CH:37]=1.C(OCC)(=O)C. The catalyst is C(Cl)Cl. The product is [F:35][C:36]1[CH:41]=[CH:40][C:39]([S:42]([N:4]([CH:1]([CH3:3])[CH3:2])[CH2:5][C:6]([NH:8][CH2:9][C:10]2[CH:15]=[C:14]([C:16]3[CH:17]=[CH:18][C:19]([C:22]([F:24])([F:25])[F:23])=[CH:20][CH:21]=3)[N:13]=[CH:12][N:11]=2)=[O:7])(=[O:44])=[O:43])=[CH:38][CH:37]=1.[C:6]([NH2:8])(=[O:7])[CH3:5]. The yield is 0.690. (5) The reactants are [CH:1]([C:4]1[CH:9]=[CH:8][C:7]([CH:10]2[C:14]3[C:15]([CH3:22])=[C:16]([OH:21])[C:17]([CH3:20])=[C:18]([CH3:19])[C:13]=3[O:12][C:11]2([CH3:24])[CH3:23])=[CH:6][CH:5]=1)([CH3:3])[CH3:2].Br[CH:26]([C:31]1[CH:36]=[CH:35][CH:34]=[CH:33][CH:32]=1)[C:27]([O:29][CH3:30])=[O:28]. No catalyst specified. The product is [CH:1]([C:4]1[CH:9]=[CH:8][C:7]([CH:10]2[C:14]3[C:15]([CH3:22])=[C:16]([O:21][CH:26]([C:31]4[CH:36]=[CH:35][CH:34]=[CH:33][CH:32]=4)[C:27]([O:29][CH3:30])=[O:28])[C:17]([CH3:20])=[C:18]([CH3:19])[C:13]=3[O:12][C:11]2([CH3:24])[CH3:23])=[CH:6][CH:5]=1)([CH3:3])[CH3:2]. The yield is 0.820. (6) The reactants are [N:1]1([CH:7]=[CH:8][C:9]([O:11][CH2:12][CH3:13])=[O:10])[CH2:6][CH2:5][CH2:4][CH2:3][CH2:2]1.[F:14][CH:15]([F:19])[C:16](F)=[O:17].C(N(CCCC)CCCC)CCC. The catalyst is C1(C)C=CC=CC=1. The product is [F:14][CH:15]([F:19])[C:16](=[O:17])[C:8](=[CH:7][N:1]1[CH2:6][CH2:5][CH2:4][CH2:3][CH2:2]1)[C:9]([O:11][CH2:12][CH3:13])=[O:10]. The yield is 0.828.